The task is: Predict the product of the given reaction.. This data is from Forward reaction prediction with 1.9M reactions from USPTO patents (1976-2016). Given the reactants F[C:2]1[CH:18]=[C:17]([F:19])[CH:16]=[CH:15][C:3]=1[C:4]([CH:6]1[CH2:11][CH2:10][N:9]([C:12](=[O:14])[CH3:13])[CH2:8][CH2:7]1)=O.[C:20]([O:24][CH3:25])(=[O:23])[CH2:21][SH:22].[H-].[Na+], predict the reaction product. The product is: [CH3:25][O:24][C:20]([C:21]1[S:22][C:2]2[CH:18]=[C:17]([F:19])[CH:16]=[CH:15][C:3]=2[C:4]=1[CH:6]1[CH2:11][CH2:10][N:9]([C:12](=[O:14])[CH3:13])[CH2:8][CH2:7]1)=[O:23].